From a dataset of NCI-60 drug combinations with 297,098 pairs across 59 cell lines. Regression. Given two drug SMILES strings and cell line genomic features, predict the synergy score measuring deviation from expected non-interaction effect. (1) Drug 2: CC1CCC2CC(C(=CC=CC=CC(CC(C(=O)C(C(C(=CC(C(=O)CC(OC(=O)C3CCCCN3C(=O)C(=O)C1(O2)O)C(C)CC4CCC(C(C4)OC)OCCO)C)C)O)OC)C)C)C)OC. Cell line: MCF7. Drug 1: CCC(=C(C1=CC=CC=C1)C2=CC=C(C=C2)OCCN(C)C)C3=CC=CC=C3.C(C(=O)O)C(CC(=O)O)(C(=O)O)O. Synergy scores: CSS=10.6, Synergy_ZIP=0.127, Synergy_Bliss=5.34, Synergy_Loewe=6.02, Synergy_HSA=6.09. (2) Drug 1: CC=C1C(=O)NC(C(=O)OC2CC(=O)NC(C(=O)NC(CSSCCC=C2)C(=O)N1)C(C)C)C(C)C. Drug 2: C(CC(=O)O)C(=O)CN.Cl. Cell line: OVCAR-5. Synergy scores: CSS=41.8, Synergy_ZIP=-5.11, Synergy_Bliss=-1.07, Synergy_Loewe=-6.01, Synergy_HSA=-1.75. (3) Drug 1: C#CCC(CC1=CN=C2C(=N1)C(=NC(=N2)N)N)C3=CC=C(C=C3)C(=O)NC(CCC(=O)O)C(=O)O. Drug 2: C(CCl)NC(=O)N(CCCl)N=O. Cell line: TK-10. Synergy scores: CSS=1.21, Synergy_ZIP=0.464, Synergy_Bliss=-0.292, Synergy_Loewe=-3.25, Synergy_HSA=-3.45. (4) Drug 1: CC1=C(C=C(C=C1)NC2=NC=CC(=N2)N(C)C3=CC4=NN(C(=C4C=C3)C)C)S(=O)(=O)N.Cl. Drug 2: COC1=NC(=NC2=C1N=CN2C3C(C(C(O3)CO)O)O)N. Cell line: UO-31. Synergy scores: CSS=2.05, Synergy_ZIP=-1.98, Synergy_Bliss=-2.14, Synergy_Loewe=-1.67, Synergy_HSA=-0.880. (5) Drug 1: C1=C(C(=O)NC(=O)N1)N(CCCl)CCCl. Drug 2: CC1=C(C=C(C=C1)C(=O)NC2=CC(=CC(=C2)C(F)(F)F)N3C=C(N=C3)C)NC4=NC=CC(=N4)C5=CN=CC=C5. Cell line: T-47D. Synergy scores: CSS=7.12, Synergy_ZIP=-5.02, Synergy_Bliss=-2.66, Synergy_Loewe=-4.03, Synergy_HSA=-3.12. (6) Drug 1: C1CN1P(=S)(N2CC2)N3CC3. Drug 2: C#CCC(CC1=CN=C2C(=N1)C(=NC(=N2)N)N)C3=CC=C(C=C3)C(=O)NC(CCC(=O)O)C(=O)O. Cell line: SN12C. Synergy scores: CSS=20.4, Synergy_ZIP=-5.17, Synergy_Bliss=-3.06, Synergy_Loewe=-5.87, Synergy_HSA=-1.84.